This data is from Reaction yield outcomes from USPTO patents with 853,638 reactions. The task is: Predict the reaction yield, written as a fraction of the theoretical maximum amount of product (1.0 means a 100% yield; for example, 0.34 means a 34% yield). (1) The reactants are [CH3:1][C:2]1[CH:7]=[CH:6][C:5]([N+:8]([O-])=O)=[CH:4][C:3]=1[NH:11][C:12]1C=[C:16]([C:18]2[CH:19]=[N:20][CH:21]=[CH:22][CH:23]=2)[CH:15]=[CH:14][N:13]=1.O.[NH2:25]N. The catalyst is CO.C(OCC)(=O)C. The product is [CH3:1][C:2]1[C:3]([NH:11][C:12]2[N:25]=[C:16]([C:18]3[CH:19]=[N:20][CH:21]=[CH:22][CH:23]=3)[CH:15]=[CH:14][N:13]=2)=[CH:4][C:5]([NH2:8])=[CH:6][CH:7]=1. The yield is 0.564. (2) The reactants are [OH:1][CH2:2][C:3]1[CH:8]=[CH:7][C:6]([C:9]2[N:14]=[CH:13][N:12]=[C:11]([NH:15][C@H:16]([C:24]([O:26][CH3:27])=[O:25])[CH2:17][C:18]3[CH:23]=[CH:22][CH:21]=[CH:20][CH:19]=3)[CH:10]=2)=[CH:5][CH:4]=1.[C:28]1(O)[CH:33]=[CH:32][CH:31]=[CH:30][CH:29]=1.C1(P(C2C=CC=CC=2)C2C=CC=CC=2)C=CC=CC=1.N(C(OCC)=O)=NC(OCC)=O. The catalyst is ClCCl. The product is [O:1]([CH2:2][C:3]1[CH:8]=[CH:7][C:6]([C:9]2[N:14]=[CH:13][N:12]=[C:11]([NH:15][C@H:16]([C:24]([O:26][CH3:27])=[O:25])[CH2:17][C:18]3[CH:19]=[CH:20][CH:21]=[CH:22][CH:23]=3)[CH:10]=2)=[CH:5][CH:4]=1)[C:28]1[CH:33]=[CH:32][CH:31]=[CH:30][CH:29]=1. The yield is 0.770. (3) The reactants are [CH3:1][O:2][C:3]1[CH:4]=[C:5]([C:11](=O)[CH3:12])[CH:6]=[CH:7][C:8]=1[O:9][CH3:10].Cl.[N+:15]([C:18]1[CH:26]=[CH:25][C:21]([CH2:22][O:23][NH2:24])=[CH:20][CH:19]=1)([O-:17])=[O:16]. No catalyst specified. The yield is 0.810. The product is [N+:15]([C:18]1[CH:19]=[CH:20][C:21]([CH2:22][O:23]/[N:24]=[C:11](/[C:5]2[CH:6]=[CH:7][C:8]([O:9][CH3:10])=[C:3]([O:2][CH3:1])[CH:4]=2)\[CH3:12])=[CH:25][CH:26]=1)([O-:17])=[O:16].